From a dataset of Full USPTO retrosynthesis dataset with 1.9M reactions from patents (1976-2016). Predict the reactants needed to synthesize the given product. (1) Given the product [Si:1]([O:18][CH2:19][CH2:20][CH:21]([C:30]1[N:31]=[N:32][N:33]([CH:36]2[CH2:39][CH:38]([CH2:40][CH:41]([CH3:43])[CH3:42])[CH2:37]2)[C:34]=1[CH:44]1[CH2:46][CH2:45]1)[CH2:22][C:23]([O:25][C:26]([CH3:29])([CH3:28])[CH3:27])=[O:24])([C:14]([CH3:17])([CH3:16])[CH3:15])([C:8]1[CH:13]=[CH:12][CH:11]=[CH:10][CH:9]=1)[C:2]1[CH:7]=[CH:6][CH:5]=[CH:4][CH:3]=1, predict the reactants needed to synthesize it. The reactants are: [Si:1]([O:18][CH2:19][CH2:20][CH:21]([C:30]1[N:31]=[N:32][N:33]([CH:36]2[CH2:39][CH:38]([CH2:40][CH:41]([CH3:43])[CH3:42])[CH2:37]2)[C:34]=1I)[CH2:22][C:23]([O:25][C:26]([CH3:29])([CH3:28])[CH3:27])=[O:24])([C:14]([CH3:17])([CH3:16])[CH3:15])([C:8]1[CH:13]=[CH:12][CH:11]=[CH:10][CH:9]=1)[C:2]1[CH:7]=[CH:6][CH:5]=[CH:4][CH:3]=1.[CH:44]1(B2OC(C)(C)C(C)(C)O2)[CH2:46][CH2:45]1.P([O-])([O-])([O-])=O.[K+].[K+].[K+].CN(C)C(=O)C. (2) Given the product [C:1]([O:5][C:6](=[O:16])[NH:7][C:8]1[CH:13]=[C:12]([NH2:14])[C:11]([Cl:17])=[CH:10][C:9]=1[F:15])([CH3:4])([CH3:2])[CH3:3], predict the reactants needed to synthesize it. The reactants are: [C:1]([O:5][C:6](=[O:16])[NH:7][C:8]1[CH:13]=[C:12]([NH2:14])[CH:11]=[CH:10][C:9]=1[F:15])([CH3:4])([CH3:3])[CH3:2].[Cl:17]N1C(=O)CCC1=O.C(=O)([O-])O.[Na+]. (3) Given the product [C:11]1([CH2:17][C:18]([NH:20][NH:21][C:34]([C:33]2[CH:37]=[CH:38][N:39]=[C:31]([NH:30][C:22](=[O:29])[C:23]3[CH:24]=[CH:25][CH:26]=[CH:27][CH:28]=3)[CH:32]=2)=[O:35])=[O:19])[CH:16]=[CH:15][CH:14]=[CH:13][CH:12]=1, predict the reactants needed to synthesize it. The reactants are: C(NN)(=O)C1C=CC=CC=1.[C:11]1([CH2:17][C:18]([NH:20][NH2:21])=[O:19])[CH:16]=[CH:15][CH:14]=[CH:13][CH:12]=1.[C:22]([NH:30][C:31]1[CH:32]=[C:33]([CH:37]=[CH:38][N:39]=1)[C:34](O)=[O:35])(=[O:29])[C:23]1[CH:28]=[CH:27][CH:26]=[CH:25][CH:24]=1. (4) Given the product [OH:25][CH:24]([CH3:26])[CH2:14][N:11]1[CH2:10][CH2:9][N:8]([C:6]([C:5]2[CH:4]=[C:3]([CH:23]=[CH:22][CH:21]=2)[CH:1]=[O:2])=[O:7])[CH2:13][CH2:12]1, predict the reactants needed to synthesize it. The reactants are: [CH:1]([C:3]1[CH:4]=[C:5]([CH:21]=[CH:22][CH:23]=1)[C:6]([N:8]1[CH2:13][CH2:12][N:11]([C:14](OC(C)(C)C)=O)[CH2:10][CH2:9]1)=[O:7])=[O:2].[C:24](O)([C:26](F)(F)F)=[O:25].C1OC1C. (5) Given the product [CH:31]1([N:30]([CH3:29])[C:26]([CH:24]2[CH2:23][CH2:22][C:21]3[C:14]4[C:13]([NH:12][C:4]5[CH:5]=[C:6]6[C:10](=[CH:11][C:3]=5[O:2][CH3:1])[NH:9][N:8]=[CH:7]6)=[N:18][CH:17]=[N:16][C:15]=4[S:19][C:20]=3[CH2:25]2)=[O:27])[CH2:33][CH2:32]1, predict the reactants needed to synthesize it. The reactants are: [CH3:1][O:2][C:3]1[CH:11]=[C:10]2[C:6]([CH:7]=[N:8][NH:9]2)=[CH:5][C:4]=1[NH:12][C:13]1[C:14]2[C:21]3[CH2:22][CH2:23][CH:24]([C:26](O)=[O:27])[CH2:25][C:20]=3[S:19][C:15]=2[N:16]=[CH:17][N:18]=1.[CH3:29][NH:30][CH:31]1[CH2:33][CH2:32]1. (6) Given the product [NH2:8][C:9]1[S:13][C:12]([C:14]2[C:15]([F:21])=[CH:16][CH:17]=[CH:18][C:19]=2[F:20])=[N:11][C:10]=1[C:22]([NH:25][C:26]1[CH:27]=[N:28][CH:29]=[CH:30][C:31]=1[N:32]1[CH2:37][CH2:36][NH:35][CH2:34][CH2:33]1)=[O:24], predict the reactants needed to synthesize it. The reactants are: C(OC([NH:8][C:9]1[S:13][C:12]([C:14]2[C:19]([F:20])=[CH:18][CH:17]=[CH:16][C:15]=2[F:21])=[N:11][C:10]=1[C:22]([OH:24])=O)=O)(C)(C)C.[NH2:25][C:26]1[CH:27]=[N:28][CH:29]=[CH:30][C:31]=1[N:32]1[CH2:37][CH2:36][N:35](C(OC(C)(C)C)=O)[CH2:34][CH2:33]1. (7) The reactants are: C([O:4][C:5]1[CH:10]=[C:9]([N+:11]([O-:13])=[O:12])[C:8]([NH:14]C(=O)C)=[C:7]([CH3:18])[CH:6]=1)(=O)C. Given the product [NH2:14][C:8]1[C:9]([N+:11]([O-:13])=[O:12])=[CH:10][C:5]([OH:4])=[CH:6][C:7]=1[CH3:18], predict the reactants needed to synthesize it. (8) Given the product [Cl:1][C:2]1[N:7]=[C:6]([C:8]([C:10]2[CH:15]=[CH:14][CH:13]=[CH:12][CH:11]=2)([OH:9])[CH2:22][CH:21]=[CH2:20])[C:5]([CH:16]=[CH2:17])=[C:4]([NH:18][CH3:19])[N:3]=1, predict the reactants needed to synthesize it. The reactants are: [Cl:1][C:2]1[N:7]=[C:6]([C:8]([C:10]2[CH:15]=[CH:14][CH:13]=[CH:12][CH:11]=2)=[O:9])[C:5]([CH:16]=[CH2:17])=[C:4]([NH:18][CH3:19])[N:3]=1.[CH2:20]([Mg]Br)[CH:21]=[CH2:22].CCOC(C)=O. (9) Given the product [F:17][C:14]1[CH:13]=[CH:12][C:11]([C:6]2[N:7]=[C:8]([CH3:10])[S:9][C:5]=2[C:3]([OH:4])=[O:2])=[CH:16][CH:15]=1, predict the reactants needed to synthesize it. The reactants are: C[O:2][C:3]([C:5]1[S:9][C:8]([CH3:10])=[N:7][C:6]=1[C:11]1[CH:16]=[CH:15][C:14]([F:17])=[CH:13][CH:12]=1)=[O:4].[OH-].[K+].O. (10) The reactants are: [F:1][C:2]([F:15])([F:14])[S:3]([O:6]S(C(F)(F)F)(=O)=O)(=[O:5])=[O:4].O[C:17]1[CH:18]=[C:19]([C:27]([O:29][CH3:30])=[O:28])[CH:20]=[C:21]([CH:26]=1)[C:22]([O:24][CH3:25])=[O:23].C(N(CC)CC)C.C(=O)([O-])O.[Na+]. Given the product [F:1][C:2]([F:15])([F:14])[S:3]([O:6][C:17]1[CH:26]=[C:21]([C:22]([O:24][CH3:25])=[O:23])[CH:20]=[C:19]([CH:18]=1)[C:27]([O:29][CH3:30])=[O:28])(=[O:5])=[O:4], predict the reactants needed to synthesize it.